This data is from Peptide-MHC class II binding affinity with 134,281 pairs from IEDB. The task is: Regression. Given a peptide amino acid sequence and an MHC pseudo amino acid sequence, predict their binding affinity value. This is MHC class II binding data. (1) The peptide sequence is FDPYGATISAKPESA. The MHC is HLA-DQA10501-DQB10201 with pseudo-sequence HLA-DQA10501-DQB10201. The binding affinity (normalized) is 0.147. (2) The peptide sequence is DDLMIRVIAQGPTAT. The MHC is HLA-DQA10101-DQB10501 with pseudo-sequence HLA-DQA10101-DQB10501. The binding affinity (normalized) is 0. (3) The peptide sequence is FAVATITHAAELQRV. The MHC is HLA-DPA10201-DPB11401 with pseudo-sequence HLA-DPA10201-DPB11401. The binding affinity (normalized) is 0.427. (4) The peptide sequence is EVIPTAFSIGKTYKP. The MHC is DRB4_0101 with pseudo-sequence DRB4_0103. The binding affinity (normalized) is 0.282. (5) The peptide sequence is SQDLELSWNLNGLQAY. The MHC is HLA-DQA10401-DQB10402 with pseudo-sequence HLA-DQA10401-DQB10402. The binding affinity (normalized) is 0.400.